This data is from Full USPTO retrosynthesis dataset with 1.9M reactions from patents (1976-2016). The task is: Predict the reactants needed to synthesize the given product. Given the product [Cl:1][C:2]1[N:10]=[C:9]2[C:5]([N:6]=[CH:7][N:8]2[CH:11]2[CH2:16][CH2:15][CH2:14][CH2:13][O:12]2)=[C:4]([N:18]2[CH2:23][CH2:22][O:21][CH2:20][CH2:19]2)[N:3]=1, predict the reactants needed to synthesize it. The reactants are: [Cl:1][C:2]1[N:10]=[C:9]2[C:5]([N:6]=[CH:7][N:8]2[CH:11]2[CH2:16][CH2:15][CH2:14][CH2:13][O:12]2)=[C:4](Cl)[N:3]=1.[NH:18]1[CH2:23][CH2:22][O:21][CH2:20][CH2:19]1.